From a dataset of Catalyst prediction with 721,799 reactions and 888 catalyst types from USPTO. Predict which catalyst facilitates the given reaction. (1) Reactant: C([O:3][C:4](=[O:19])[C:5]1[CH:10]=[C:9]([O:11][CH:12]([CH3:14])[CH3:13])[CH:8]=[C:7]([O:15][CH:16]([CH3:18])[CH3:17])[CH:6]=1)C.[OH-].[Li+].C1COCC1.Cl. Product: [CH:16]([O:15][C:7]1[CH:6]=[C:5]([CH:10]=[C:9]([O:11][CH:12]([CH3:14])[CH3:13])[CH:8]=1)[C:4]([OH:19])=[O:3])([CH3:18])[CH3:17]. The catalyst class is: 72. (2) Reactant: [F:1][C:2]1[CH:7]=[CH:6][CH:5]=[C:4]([F:8])[C:3]=1[N:9]1[C:14]2[N:15]=[C:16]([S:29][CH3:30])[N:17]=[C:18]([C:19]3[CH:20]=[C:21]([CH:25]=[CH:26][C:27]=3[CH3:28])[C:22]([OH:24])=[O:23])[C:13]=2[CH:12]=[CH:11][C:10]1=[O:31].ClC1C=C(C(OO)=[O:40])C=CC=1.CCOC(C)=O. Product: [F:8][C:4]1[CH:5]=[CH:6][CH:7]=[C:2]([F:1])[C:3]=1[N:9]1[C:14]2[N:15]=[C:16]([S:29]([CH3:30])=[O:40])[N:17]=[C:18]([C:19]3[CH:20]=[C:21]([CH:25]=[CH:26][C:27]=3[CH3:28])[C:22]([OH:24])=[O:23])[C:13]=2[CH:12]=[CH:11][C:10]1=[O:31]. The catalyst class is: 2. (3) Reactant: [F:1][C:2]1[CH:3]=[C:4]2[C:9](=[C:10]([NH2:12])[CH:11]=1)[N:8]=[CH:7][CH:6]=[CH:5]2.[N:13]1[CH:18]=[CH:17][CH:16]=[CH:15][C:14]=1[S:19](Cl)(=[O:21])=[O:20].N1C=CC=CC=1. The catalyst class is: 79. Product: [F:1][C:2]1[CH:3]=[C:4]2[C:9](=[C:10]([NH:12][S:19]([C:14]3[CH:15]=[CH:16][CH:17]=[CH:18][N:13]=3)(=[O:21])=[O:20])[CH:11]=1)[N:8]=[CH:7][CH:6]=[CH:5]2. (4) Reactant: [N+:1]([C:4]1[CH:12]=[CH:11][C:7]([C:8]([OH:10])=O)=[CH:6][CH:5]=1)([O-:3])=[O:2].[CH3:13][NH:14][CH2:15][CH2:16][C:17]([O:19][CH2:20][CH3:21])=[O:18].O.ON1C2C=CC=CC=2N=N1.Cl.C(N=C=NCCCN(C)C)C. Product: [CH3:13][N:14]([C:8](=[O:10])[C:7]1[CH:6]=[CH:5][C:4]([N+:1]([O-:3])=[O:2])=[CH:12][CH:11]=1)[CH2:15][CH2:16][C:17]([O:19][CH2:20][CH3:21])=[O:18]. The catalyst class is: 145. (5) Reactant: [C:1]([C:4]1[CH:5]=[C:6]([C:20]2[CH:25]=[CH:24][CH:23]=[C:22]([O:26][CH3:27])[CH:21]=2)[CH:7]=[C:8]2[C:16]=1[NH:15][C:14]1[CH:13]=[C:12](C(O)=O)[CH:11]=[CH:10][C:9]2=1)(=[O:3])[NH2:2].C([N:30]([CH2:33][CH3:34])[CH2:31][CH3:32])C.C1(P(N=[N+]=[N-])(C2C=CC=CC=2)=O)C=CC=CC=1.OC1CC[N:56]([C:59]([O:61][C:62](C)(C)C)=[O:60])CC1. Product: [NH:30]1[CH2:31][CH2:32][CH:62]([O:61][C:59](=[O:60])[NH:56][C:12]2[CH:11]=[CH:10][C:9]3[C:8]4[C:16](=[C:4]([C:1](=[O:3])[NH2:2])[CH:5]=[C:6]([C:20]5[CH:25]=[CH:24][CH:23]=[C:22]([O:26][CH3:27])[CH:21]=5)[CH:7]=4)[NH:15][C:14]=3[CH:13]=2)[CH2:34][CH2:33]1. The catalyst class is: 155. (6) Reactant: Cl[C:2]1[CH:7]=[N:6][CH:5]=[C:4]([Cl:8])[N:3]=1.Cl.[O:10]1[CH2:15][CH2:14][CH:13]([CH2:16][NH2:17])[CH2:12][CH2:11]1.C(N(CC)CC)C. Product: [Cl:8][C:4]1[N:3]=[C:2]([NH:17][CH2:16][CH:13]2[CH2:14][CH2:15][O:10][CH2:11][CH2:12]2)[CH:7]=[N:6][CH:5]=1. The catalyst class is: 197. (7) The catalyst class is: 317. Product: [CH:1]1([C@H:7]([NH:37][C:38]([C:40]2[CH:45]=[N:44][CH:43]=[CH:42][N:41]=2)=[O:39])[C:8]([NH:10][C@@H:11]([C:33]([CH3:36])([CH3:35])[CH3:34])[C:12]([N:14]([C@H:16]2[CH2:20][N:19]([C:21]([NH:22][C:23]3[CH:24]=[CH:25][CH:26]=[CH:27][CH:28]=3)=[O:29])[CH2:18][C@H:17]2[C:30]([NH:65][C@@H:66]([CH2:75][CH2:76][CH3:77])[CH:67]([OH:74])[C:68]([NH:70][CH:71]2[CH2:72][CH2:73]2)=[O:69])=[O:32])[CH3:15])=[O:13])=[O:9])[CH2:2][CH2:3][CH2:4][CH2:5][CH2:6]1. Reactant: [CH:1]1([C@H:7]([NH:37][C:38]([C:40]2[CH:45]=[N:44][CH:43]=[CH:42][N:41]=2)=[O:39])[C:8]([NH:10][C@@H:11]([C:33]([CH3:36])([CH3:35])[CH3:34])[C:12]([N:14]([C@H:16]2[CH2:20][N:19]([C:21](=[O:29])[NH:22][C:23]3[CH:28]=[CH:27][CH:26]=[CH:25][CH:24]=3)[CH2:18][C@H:17]2[C:30]([OH:32])=O)[CH3:15])=[O:13])=[O:9])[CH2:6][CH2:5][CH2:4][CH2:3][CH2:2]1.ON1C2C=CC=CC=2N=N1.CCN(C(C)C)C(C)C.[NH2:65][CH:66]([CH2:75][CH2:76][CH3:77])[CH:67]([OH:74])[C:68]([NH:70][CH:71]1[CH2:73][CH2:72]1)=[O:69]. (8) Reactant: [N+:1]([C:4]1[CH:5]=[CH:6][C:7]([O:10][C:11]2[CH:16]=[CH:15][C:14]([CH2:17][C:18]([O:20][CH3:21])=[O:19])=[CH:13][CH:12]=2)=[N:8][CH:9]=1)([O-:3])=[O:2].[H-].[Na+].[CH3:24]I.[Cl-].[NH4+]. Product: [N+:1]([C:4]1[CH:5]=[CH:6][C:7]([O:10][C:11]2[CH:16]=[CH:15][C:14]([CH:17]([CH3:24])[C:18]([O:20][CH3:21])=[O:19])=[CH:13][CH:12]=2)=[N:8][CH:9]=1)([O-:3])=[O:2]. The catalyst class is: 3. (9) Reactant: [NH2:1][C@:2]12[CH2:45][CH2:44][C@@H:43]([C:46]([CH3:48])=[CH2:47])[C@@H:3]1[C@@H:4]1[C@@:17]([CH3:20])([CH2:18][CH2:19]2)[C@@:16]2([CH3:21])[C@@H:7]([C@:8]3([CH3:42])[C@@H:13]([CH2:14][CH2:15]2)[C:12]([CH3:23])([CH3:22])[C:11]([C:24]2[CH2:29][CH2:28][C@:27]([CH2:40][F:41])([C:30]([O:32][CH2:33][C:34]4[CH:39]=[CH:38][CH:37]=[CH:36][CH:35]=4)=[O:31])[CH2:26][CH:25]=2)=[CH:10][CH2:9]3)[CH2:6][CH2:5]1.[OH:49][C:50]1([CH2:54][CH:55]=O)[CH2:53][O:52][CH2:51]1.C(=O)(O)[O-].[Na+].C(=O)([O-])[O-].[Na+].[Na+]. Product: [F:41][CH2:40][C@:27]1([C:30]([O:32][CH2:33][C:34]2[CH:35]=[CH:36][CH:37]=[CH:38][CH:39]=2)=[O:31])[CH2:28][CH2:29][C:24]([C:11]2[C:12]([CH3:22])([CH3:23])[C@H:13]3[C@:8]([CH3:42])([CH2:9][CH:10]=2)[C@@H:7]2[C@:16]([CH3:21])([C@@:17]4([CH3:20])[C@H:4]([CH2:5][CH2:6]2)[C@H:3]2[C@H:43]([C:46]([CH3:48])=[CH2:47])[CH2:44][CH2:45][C@:2]2([NH:1][CH2:55][CH2:54][C:50]2([OH:49])[CH2:53][O:52][CH2:51]2)[CH2:19][CH2:18]4)[CH2:15][CH2:14]3)=[CH:25][CH2:26]1. The catalyst class is: 130.